Dataset: Reaction yield outcomes from USPTO patents with 853,638 reactions. Task: Predict the reaction yield, written as a fraction of the theoretical maximum amount of product (1.0 means a 100% yield; for example, 0.34 means a 34% yield). (1) The reactants are [CH3:1][NH:2][CH2:3][C:4]1[CH:9]=[CH:8][CH:7]=[CH:6][CH:5]=1.C(=O)([O-])[O-].[K+].[K+].CC(N(C)C)=O.I[CH2:23][C:24]1([CH3:36])[CH2:28][C:27]2[C:29]([CH3:35])=[CH:30][C:31]([CH3:34])=[C:32]([CH3:33])[C:26]=2[O:25]1. The catalyst is C(OCC)(=O)C.O. The product is [CH3:1][N:2]([CH2:23][C:24]1([CH3:36])[CH2:28][C:27]2[C:29]([CH3:35])=[CH:30][C:31]([CH3:34])=[C:32]([CH3:33])[C:26]=2[O:25]1)[CH2:3][C:4]1[CH:9]=[CH:8][CH:7]=[CH:6][CH:5]=1. The yield is 0.750. (2) The reactants are [OH:1][C:2]1[CH:11]=[CH:10][C:5]2[C:6](=[O:9])[CH2:7][O:8][C:4]=2[C:3]=1[CH2:12][N:13]1[CH2:18][CH2:17][N:16]([C:19]([O:21][C:22]([CH3:25])([CH3:24])[CH3:23])=[O:20])[CH2:15][CH2:14]1.CO.C1(P(C2C=CC=CC=2)C2C=CC=CC=2)C=CC=CC=1.N([C:49]([O:51][CH2:52][CH3:53])=O)=N[C:49]([O:51][CH2:52][CH3:53])=O.C1(C)C=CC=CC=1. The catalyst is C1COCC1. The product is [CH3:49][O:51][CH2:52][CH2:53][O:1][C:2]1[CH:11]=[CH:10][C:5]2[C:6](=[O:9])[CH2:7][O:8][C:4]=2[C:3]=1[CH2:12][N:13]1[CH2:14][CH2:15][N:16]([C:19]([O:21][C:22]([CH3:25])([CH3:24])[CH3:23])=[O:20])[CH2:17][CH2:18]1. The yield is 1.00. (3) The reactants are Cl.[C:2]1([CH:8]2[CH2:13][CH2:12][NH:11][CH2:10][CH2:9]2)[CH:7]=[CH:6][CH:5]=[CH:4][CH:3]=1.Br[CH2:15][CH2:16][CH2:17][CH2:18][CH2:19][CH2:20][N:21]1[C:25](=[O:26])[C:24]2=[CH:27][CH:28]=[CH:29][CH:30]=[C:23]2[C:22]1=[O:31].C(N(CC)C(C)C)(C)C. The catalyst is [I-].C([N+](CCCC)(CCCC)CCCC)CCC.O1CCOCC1. The product is [C:2]1([CH:8]2[CH2:9][CH2:10][N:11]([CH2:15][CH2:16][CH2:17][CH2:18][CH2:19][CH2:20][N:21]3[C:22](=[O:31])[C:23]4[C:24](=[CH:27][CH:28]=[CH:29][CH:30]=4)[C:25]3=[O:26])[CH2:12][CH2:13]2)[CH:7]=[CH:6][CH:5]=[CH:4][CH:3]=1. The yield is 0.770. (4) The catalyst is CN(C=O)C.C(OCC)(=O)C. The product is [F:46][C:45]([F:48])([F:47])[C:43]1[CH:42]=[C:15]([CH:14]=[C:13]([C:12]([F:49])([F:11])[F:50])[CH:44]=1)[CH2:16][N:17]([C:37]1[N:38]=[N:39][N:40]([CH2:8][CH2:9][OH:10])[N:41]=1)[C@H:18]1[CH2:24][CH2:23][CH2:22][N:21]([C:25]([O:27][CH:28]([CH3:30])[CH3:29])=[O:26])[C:20]2[C:31]([CH3:36])=[C:32]([CH3:35])[CH:33]=[CH:34][C:19]1=2. The yield is 0.450. The reactants are C(=O)([O-])[O-].[K+].[K+].Br[CH2:8][CH2:9][OH:10].[F:11][C:12]([F:50])([F:49])[C:13]1[CH:14]=[C:15]([CH:42]=[C:43]([C:45]([F:48])([F:47])[F:46])[CH:44]=1)[CH2:16][N:17]([C:37]1[NH:41][N:40]=[N:39][N:38]=1)[C@H:18]1[CH2:24][CH2:23][CH2:22][N:21]([C:25]([O:27][CH:28]([CH3:30])[CH3:29])=[O:26])[C:20]2[C:31]([CH3:36])=[C:32]([CH3:35])[CH:33]=[CH:34][C:19]1=2.O. (5) The reactants are [F:1][C:2]([F:14])([O:6][C:7]1[CH:8]=[C:9]([CH3:13])[CH:10]=[CH:11][CH:12]=1)[CH:3]([F:5])[F:4].[Br:15]N1C(=O)CCC1=O. The catalyst is C(Cl)(Cl)(Cl)Cl.N(C(C)(C)C#N)=NC(C)(C)C#N. The product is [F:1][C:2]([F:14])([O:6][C:7]1[CH:8]=[C:9]([CH2:13][Br:15])[CH:10]=[CH:11][CH:12]=1)[CH:3]([F:4])[F:5]. The yield is 0.960. (6) The reactants are [Cl:1][C:2]1[N:3]=[C:4](Cl)[C:5]2[S:10][CH:9]=[CH:8][C:6]=2[N:7]=1.[NH:12]1[CH2:17][CH2:16][O:15][CH2:14][CH2:13]1. The catalyst is CO. The product is [Cl:1][C:2]1[N:3]=[C:4]([N:12]2[CH2:17][CH2:16][O:15][CH2:14][CH2:13]2)[C:5]2[S:10][CH:9]=[CH:8][C:6]=2[N:7]=1. The yield is 1.00. (7) The reactants are [CH2:1]([O:3][C:4](=[O:9])[C:5]([OH:8])([CH3:7])[CH3:6])[CH3:2].[H-].[Na+].[CH2:12](Br)[CH:13]=[CH2:14].[Cl-].[NH4+]. The catalyst is CN(C)C=O.C(OCC)C. The product is [CH2:1]([O:3][C:4](=[O:9])[C:5]([O:8][CH2:14][CH:13]=[CH2:12])([CH3:7])[CH3:6])[CH3:2]. The yield is 0.670. (8) The reactants are [Li+].C[Si]([N-][Si](C)(C)C)(C)C.[NH2:11][C:12]1[CH:17]=[CH:16][CH:15]=[CH:14][CH:13]=1.[Cl:18][C:19]1[C:24](F)=[C:23]([N+:26]([O-:28])=[O:27])[CH:22]=[CH:21][C:20]=1[F:29]. The catalyst is C1COCC1. The product is [Cl:18][C:19]1[C:20]([F:29])=[CH:21][CH:22]=[C:23]([N+:26]([O-:28])=[O:27])[C:24]=1[NH:11][C:12]1[CH:17]=[CH:16][CH:15]=[CH:14][CH:13]=1. The yield is 0.930. (9) The yield is 0.770. The catalyst is C(Cl)Cl. The product is [OH:19][C:16]1[CH:15]=[CH:14][C:13]([CH:9]2[C:10]3[C:5](=[CH:4][C:3]([OH:2])=[CH:12][CH:11]=3)[CH2:6][CH2:7][N:8]2[C:21]2[CH:22]=[CH:23][CH:24]=[CH:25][CH:26]=2)=[CH:18][CH:17]=1. The reactants are C[O:2][C:3]1[CH:4]=[C:5]2[C:10](=[CH:11][CH:12]=1)[CH:9]([C:13]1[CH:18]=[CH:17][C:16]([O:19]C)=[CH:15][CH:14]=1)[N:8]([C:21]1[CH:26]=[CH:25][CH:24]=[CH:23][CH:22]=1)[CH2:7][CH2:6]2.B(Br)(Br)Br.